From a dataset of Reaction yield outcomes from USPTO patents with 853,638 reactions. Predict the reaction yield, written as a fraction of the theoretical maximum amount of product (1.0 means a 100% yield; for example, 0.34 means a 34% yield). (1) The reactants are [I:1][C:2]1[CH:3]=[C:4]([CH:8]=[CH:9][C:10]=1[CH3:11])[C:5](Cl)=[O:6].IC1C=C(C=CC=1C)C(O)=O.O=S(Cl)Cl.[CH3:27][N:28]1[CH2:33][CH2:32][N:31]([CH2:34][C:35]2[CH:41]=[CH:40][C:38]([NH2:39])=[CH:37][C:36]=2[C:42]([F:45])([F:44])[F:43])[CH2:30][CH2:29]1.CCN(CC)CC. The catalyst is CN(C1C=CN=CC=1)C.C1COCC1. The product is [I:1][C:2]1[CH:3]=[C:4]([CH:8]=[CH:9][C:10]=1[CH3:11])[C:5]([NH:39][C:38]1[CH:40]=[CH:41][C:35]([CH2:34][N:31]2[CH2:30][CH2:29][N:28]([CH3:27])[CH2:33][CH2:32]2)=[C:36]([C:42]([F:45])([F:44])[F:43])[CH:37]=1)=[O:6]. The yield is 0.672. (2) The yield is 0.530. The product is [CH2:6]=[C:5]1[CH2:7][O:9][CH2:10][CH2:11][N:12]([C:13]([O:14][C:15]([CH3:18])([CH3:17])[CH3:16])=[O:19])[CH2:4]1. The catalyst is CN(C)C=O.C1COCC1. The reactants are [H-].[Na+].Cl[CH2:4][C:5]([CH2:7]Cl)=[CH2:6].[OH:9][CH2:10][CH2:11][NH:12][C:13](=[O:19])[O:14][C:15]([CH3:18])([CH3:17])[CH3:16].CC(O)=O. (3) The reactants are CS[C:3]1[NH:8][C:7](=[O:9])[CH:6]=[CH:5][N:4]=1.[F:10][C:11]([F:20])([F:19])[C:12]1[CH:13]=[C:14]([CH:16]=[CH:17][CH:18]=1)[NH2:15]. The catalyst is COCCOCCOC. The product is [F:10][C:11]([F:19])([F:20])[C:12]1[CH:13]=[C:14]([NH:15][C:3]2[NH:8][C:7](=[O:9])[CH:6]=[CH:5][N:4]=2)[CH:16]=[CH:17][CH:18]=1. The yield is 0.210. (4) The reactants are O=C1C2C(=CC=CC=2)C(=O)[N:3]1[CH2:12][CH2:13][O:14][C:15]1[CH:20]=[CH:19][C:18]([C:21](=[O:27])[NH:22][CH2:23][CH:24]([CH3:26])[CH3:25])=[CH:17][C:16]=1[C:28]1[CH:29]=[CH:30][C:31]2[O:35][C:34]([C:36]3[CH:41]=[CH:40][C:39]([F:42])=[CH:38][CH:37]=3)=[C:33]([C:43]([NH:45][CH3:46])=[O:44])[C:32]=2[CH:47]=1.NN. The catalyst is CO.O.O.CO.C(#N)C.O.C(#N)C. The product is [NH2:3][CH2:12][CH2:13][O:14][C:15]1[CH:20]=[CH:19][C:18]([C:21](=[O:27])[NH:22][CH2:23][CH:24]([CH3:26])[CH3:25])=[CH:17][C:16]=1[C:28]1[CH:29]=[CH:30][C:31]2[O:35][C:34]([C:36]3[CH:37]=[CH:38][C:39]([F:42])=[CH:40][CH:41]=3)=[C:33]([C:43]([NH:45][CH3:46])=[O:44])[C:32]=2[CH:47]=1. The yield is 0.580. (5) The reactants are [NH2:1][NH2:2].Cl[C:4]([O:6][CH2:7][CH:8]([C:10]1[CH:15]=[CH:14][CH:13]=[CH:12][C:11]=1[N+:16]([O-:18])=[O:17])[CH3:9])=[O:5]. The catalyst is C(Cl)Cl. The product is [N+:16]([C:11]1[CH:12]=[CH:13][CH:14]=[CH:15][C:10]=1[CH:8]([CH3:9])[CH2:7][O:6][C:4]([NH:1][NH:2][C:4]([O:6][CH2:7][CH:8]([C:10]1[CH:15]=[CH:14][CH:13]=[CH:12][C:11]=1[N+:16]([O-:18])=[O:17])[CH3:9])=[O:5])=[O:5])([O-:18])=[O:17]. The yield is 0.320. (6) The catalyst is C(O)(=O)C.O.C1COCC1. The product is [CH3:1][O:2][C:3]1[CH:4]=[CH:5][C:6]([C:9]23[N:30]([C:31]([C:33]4[C:34]([CH3:38])=[N:35][O:36][CH:37]=4)=[O:32])[CH2:29][CH2:28][N:10]2[C:11](=[O:27])[C:12]2[N:13]([CH:15]=[C:16]([N:18]4[CH:22]=[CH:21][N:20]=[N:19]4)[CH:17]=2)[CH2:14]3)=[CH:7][CH:8]=1. The yield is 0.250. The reactants are [CH3:1][O:2][C:3]1[CH:8]=[CH:7][C:6]([C:9]23[N:30]([C:31]([C:33]4[C:34]([CH3:38])=[N:35][O:36][CH:37]=4)=[O:32])[CH2:29][CH2:28][N:10]2[C:11](=[O:27])[C:12]2[N:13]([CH:15]=[C:16]([N:18]4[CH:22]=[C:21]([Si](C)(C)C)[N:20]=[N:19]4)[CH:17]=2)[CH2:14]3)=[CH:5][CH:4]=1.O.C([O-])(O)=O.[Na+]. (7) The reactants are [CH3:1][N:2]([C@H:9]1[CH2:13][CH2:12][NH:11][CH2:10]1)[C:3]1[N:8]=[CH:7][CH:6]=[CH:5][N:4]=1.[F:14][C:15]1[CH:23]=[CH:22][C:21]([CH:24]=[O:25])=[CH:20][C:16]=1[C:17](O)=[O:18].F[P-](F)(F)(F)(F)F.N1(OC(N(C)C)=[N+](C)C)C2C=CC=CC=2N=N1.C(N(CC)C(C)C)(C)C. No catalyst specified. The product is [F:14][C:15]1[CH:23]=[CH:22][C:21]([CH:24]=[O:25])=[CH:20][C:16]=1[C:17]([N:11]1[CH2:12][CH2:13][C@H:9]([N:2]([CH3:1])[C:3]2[N:4]=[CH:5][CH:6]=[CH:7][N:8]=2)[CH2:10]1)=[O:18]. The yield is 0.430.